From a dataset of Forward reaction prediction with 1.9M reactions from USPTO patents (1976-2016). Predict the product of the given reaction. (1) Given the reactants Cl[C:2]1[C:11]2[C:6](=[CH:7][C:8]([O:14][CH3:15])=[C:9]([O:12][CH3:13])[CH:10]=2)[CH:5]=[C:4]([NH:16][C:17]2[CH:21]=[C:20]([CH3:22])[NH:19][N:18]=2)[N:3]=1, predict the reaction product. The product is: [CH:9]([O:12][C:2]1[C:11]2[C:6](=[CH:7][C:8]([O:14][CH3:15])=[C:9]([O:12][CH3:13])[CH:10]=2)[CH:5]=[C:4]([NH:16][C:17]2[CH:21]=[C:20]([CH3:22])[NH:19][N:18]=2)[N:3]=1)([CH3:10])[CH3:8]. (2) Given the reactants [CH2:1]([CH:3]([C:6]1[C:7]2[N:8]([C:13](I)=[C:14]([CH3:16])[N:15]=2)[N:9]=[C:10]([CH3:12])[CH:11]=1)[CH2:4][CH3:5])[CH3:2].[CH2:18]([CH:20]([C:23]1[C:24]2[N:25]([CH:30]=[C:31]([CH3:33])[N:32]=2)[N:26]=[C:27]([CH3:29])[CH:28]=1)[CH2:21][CH3:22])[CH3:19], predict the reaction product. The product is: [CH2:1]([CH:3]([C:6]1[C:7]2[N:8]([C:13]([C:30]3[N:25]4[N:26]=[C:27]([CH3:29])[CH:28]=[C:23]([CH:20]([CH2:18][CH3:19])[CH2:21][CH3:22])[C:24]4=[N:32][C:31]=3[CH3:33])=[C:14]([CH3:16])[N:15]=2)[N:9]=[C:10]([CH3:12])[CH:11]=1)[CH2:4][CH3:5])[CH3:2]. (3) Given the reactants [N:1]([C@@H:4]([CH2:18][CH:19]1[CH2:24][CH2:23][NH:22][CH2:21][CH2:20]1)[C:5]([NH:7][C:8]1[CH:9]=[N:10][C:11]2[C:16]([CH:17]=1)=[CH:15][CH:14]=[CH:13][CH:12]=2)=[O:6])=[N+:2]=[N-:3].[CH3:25][C:26]([O:29][C:30](O[C:30]([O:29][C:26]([CH3:28])([CH3:27])[CH3:25])=[O:31])=[O:31])([CH3:28])[CH3:27], predict the reaction product. The product is: [N:1]([C@H:4]([C:5](=[O:6])[NH:7][C:8]1[CH:9]=[N:10][C:11]2[C:16]([CH:17]=1)=[CH:15][CH:14]=[CH:13][CH:12]=2)[CH2:18][CH:19]1[CH2:24][CH2:23][N:22]([C:30]([O:29][C:26]([CH3:28])([CH3:27])[CH3:25])=[O:31])[CH2:21][CH2:20]1)=[N+:2]=[N-:3]. (4) The product is: [CH3:25][O:24][C:21]1[CH:20]=[CH:19][C:18]([CH2:17][N:10]2[C:9]([N:8]([CH2:7][C:6]3[CH:5]=[CH:4][C:3]([O:2][CH3:1])=[CH:36][CH:35]=3)[CH2:26][C:27]3[CH:32]=[CH:31][C:30]([O:33][CH3:34])=[CH:29][CH:28]=3)=[N:13][C:12]([NH2:14])=[N:11]2)=[CH:23][CH:22]=1. Given the reactants [CH3:1][O:2][C:3]1[CH:36]=[CH:35][C:6]([CH2:7][N:8]([CH2:26][C:27]2[CH:32]=[CH:31][C:30]([O:33][CH3:34])=[CH:29][CH:28]=2)[C:9]2[N:10]([CH2:17][C:18]3[CH:23]=[CH:22][C:21]([O:24][CH3:25])=[CH:20][CH:19]=3)[N:11]=[C:12]([N+:14]([O-])=O)[N:13]=2)=[CH:5][CH:4]=1.[NH4+].[Cl-], predict the reaction product. (5) Given the reactants [C:1]1([CH:7]([C:13]2[CH:18]=[CH:17][CH:16]=[CH:15][CH:14]=2)[C:8]([N:10]=[C:11]=[O:12])=[O:9])[CH:6]=[CH:5][CH:4]=[CH:3][CH:2]=1.[CH:19]([OH:22])([CH3:21])[CH3:20], predict the reaction product. The product is: [CH:19]([O:22][C:11](=[O:12])[NH:10][C:8](=[O:9])[CH:7]([C:1]1[CH:6]=[CH:5][CH:4]=[CH:3][CH:2]=1)[C:13]1[CH:18]=[CH:17][CH:16]=[CH:15][CH:14]=1)([CH3:21])[CH3:20]. (6) Given the reactants C(OC([N:8]1[CH2:12][CH2:11][CH2:10][C@H:9]1[CH2:13][O:14][C:15]1[CH:20]=[CH:19][C:18]([CH2:21][C:22]2[CH:27]=[CH:26][C:25]([N:28]3[CH2:33][CH2:32][O:31][CH2:30][CH2:29]3)=[CH:24][CH:23]=2)=[CH:17][CH:16]=1)=O)(C)(C)C.Cl.CCOCC, predict the reaction product. The product is: [NH:8]1[CH2:12][CH2:11][CH2:10][C@H:9]1[CH2:13][O:14][C:15]1[CH:16]=[CH:17][C:18]([CH2:21][C:22]2[CH:27]=[CH:26][C:25]([N:28]3[CH2:33][CH2:32][O:31][CH2:30][CH2:29]3)=[CH:24][CH:23]=2)=[CH:19][CH:20]=1. (7) Given the reactants [CH3:1][N:2]1[CH:6]=[C:5]([C:7]2[N:12]=[C:11]3[N:13]([CH2:16][C:17]4[CH:18]=[C:19]5[C:24](=[CH:25][CH:26]=4)[N:23]=[CH:22][CH:21]=[CH:20]5)[N:14]=[N:15][C:10]3=[CH:9][CH:8]=2)[CH:4]=[N:3]1.[H-].[Na+].[CH3:29][O:30][CH2:31]CBr, predict the reaction product. The product is: [CH3:29][O:30][CH2:31][CH2:1][N:2]1[CH:6]=[C:5]([C:7]2[N:12]=[C:11]3[N:13]([CH2:16][C:17]4[CH:18]=[C:19]5[C:24](=[CH:25][CH:26]=4)[N:23]=[CH:22][CH:21]=[CH:20]5)[N:14]=[N:15][C:10]3=[CH:9][CH:8]=2)[CH:4]=[N:3]1. (8) Given the reactants C(OC([N:8]1[CH:17]([C:18]([NH:20][C:21]2[CH:26]=[CH:25][C:24]([F:27])=[CH:23][C:22]=2[F:28])=[O:19])[CH2:16][C:15]2[C:10](=[CH:11][CH:12]=[CH:13][CH:14]=2)[CH2:9]1)=O)(C)(C)C.Cl.C(O)(C)C.[OH-].[Na+], predict the reaction product. The product is: [F:28][C:22]1[CH:23]=[C:24]([F:27])[CH:25]=[CH:26][C:21]=1[NH:20][C:18]([CH:17]1[CH2:16][C:15]2[C:10](=[CH:11][CH:12]=[CH:13][CH:14]=2)[CH2:9][NH:8]1)=[O:19].